Task: Predict the product of the given reaction.. Dataset: Forward reaction prediction with 1.9M reactions from USPTO patents (1976-2016) (1) Given the reactants [Cl:1][C:2]1[CH:9]=[C:8]([C:10]2[CH:14]=[CH:13][NH:12][N:11]=2)[CH:7]=[C:6]([F:15])[C:3]=1[C:4]#[N:5].O[C@H:17]([CH3:27])[CH2:18][NH:19]C(=O)OC(C)(C)C, predict the reaction product. The product is: [NH2:19][CH2:18][C@@H:17]([N:12]1[CH:13]=[CH:14][C:10]([C:8]2[CH:7]=[C:6]([F:15])[C:3]([C:4]#[N:5])=[C:2]([Cl:1])[CH:9]=2)=[N:11]1)[CH3:27]. (2) The product is: [CH3:22][O:23][C:24]1[O:1][C:2]([CH3:21])([CH3:20])[CH:3]([C:8]2[CH:9]=[CH:10][C:11]([N:14]3[CH2:15][CH2:16][O:17][CH2:18][CH2:19]3)=[CH:12][CH:13]=2)[S:4](=[O:5])(=[O:6])[N:7]=1. Given the reactants [OH:1][C:2]([CH3:21])([CH3:20])[CH:3]([C:8]1[CH:13]=[CH:12][C:11]([N:14]2[CH2:19][CH2:18][O:17][CH2:16][CH2:15]2)=[CH:10][CH:9]=1)[S:4]([NH2:7])(=[O:6])=[O:5].[C:22](OC)(OC)(OC)[O:23][CH3:24].C(O)(=O)C, predict the reaction product. (3) Given the reactants Br[C:2]1[CH:3]=[N:4][C:5]2[C:10]([CH:11]=1)=[CH:9][CH:8]=[CH:7][CH:6]=2.[Li]CCCC.[C:17]([O:21][C:22](=[O:34])[NH:23][CH2:24][CH2:25][CH2:26][CH2:27][C:28](=[O:33])N(OC)C)([CH3:20])([CH3:19])[CH3:18], predict the reaction product. The product is: [C:17]([O:21][C:22](=[O:34])[NH:23][CH2:24][CH2:25][CH2:26][CH2:27][C:28](=[O:33])[C:2]1[CH:3]=[N:4][C:5]2[C:10]([CH:11]=1)=[CH:9][CH:8]=[CH:7][CH:6]=2)([CH3:20])([CH3:18])[CH3:19]. (4) The product is: [F:1][C:2]1[CH:3]=[C:4]([C:8]2[CH:13]=[C:12]([B:23]([OH:28])[OH:24])[C:11]([OH:14])=[CH:10][N:9]=2)[CH:5]=[CH:6][CH:7]=1. Given the reactants [F:1][C:2]1[CH:3]=[C:4]([C:8]2[CH:13]=[CH:12][C:11]([O:14]COC)=[CH:10][N:9]=2)[CH:5]=[CH:6][CH:7]=1.C([Li])(C)(C)C.[B:23](OC(C)C)([O:28]C(C)C)[O:24]C(C)C, predict the reaction product. (5) Given the reactants [N:1]1[C:10]2[C:5](=[CH:6][CH:7]=[CH:8][CH:9]=2)[C:4]([N:11]2[CH2:17][C:16]3[CH:18]=[C:19]([C:22]4[CH:23]=[C:24]([NH2:29])[C:25]([NH2:28])=[CH:26][CH:27]=4)[CH:20]=[CH:21][C:15]=3[O:14][CH2:13][CH2:12]2)=[CH:3][CH:2]=1.[N:30]#[C:31]Br.C(OCC)(=O)C, predict the reaction product. The product is: [N:1]1[C:10]2[C:5](=[CH:6][CH:7]=[CH:8][CH:9]=2)[C:4]([N:11]2[CH2:17][C:16]3[CH:18]=[C:19]([C:22]4[CH:27]=[CH:26][C:25]5[N:28]=[C:31]([NH2:30])[NH:29][C:24]=5[CH:23]=4)[CH:20]=[CH:21][C:15]=3[O:14][CH2:13][CH2:12]2)=[CH:3][CH:2]=1.